Dataset: Catalyst prediction with 721,799 reactions and 888 catalyst types from USPTO. Task: Predict which catalyst facilitates the given reaction. (1) Reactant: [OH:1][N:2]=[C:3](Cl)[C:4]1[CH:9]=[CH:8][C:7]([N+:10]([O-:12])=[O:11])=[CH:6][CH:5]=1.[C:14]([O:18][CH2:19][CH3:20])(=[O:17])[C:15]#[CH:16].CCN(CC)CC. Product: [CH2:19]([O:18][C:14]([C:15]1[O:1][N:2]=[C:3]([C:4]2[CH:9]=[CH:8][C:7]([N+:10]([O-:12])=[O:11])=[CH:6][CH:5]=2)[CH:16]=1)=[O:17])[CH3:20]. The catalyst class is: 260. (2) Reactant: [CH2:1]([O:8][C:9]1[CH:10]=[C:11]([CH2:17][CH:18]([NH:23][CH:24]=O)[C:19]([CH3:22])([CH3:21])[CH3:20])[CH:12]=[CH:13][C:14]=1[O:15][CH3:16])[C:2]1[CH:7]=[CH:6][CH:5]=[CH:4][CH:3]=1.O=P(Cl)(Cl)Cl.O.N. Product: [CH2:1]([O:8][C:9]1[CH:10]=[C:11]2[C:12](=[CH:13][C:14]=1[O:15][CH3:16])[CH:24]=[N:23][CH:18]([C:19]([CH3:20])([CH3:21])[CH3:22])[CH2:17]2)[C:2]1[CH:3]=[CH:4][CH:5]=[CH:6][CH:7]=1. The catalyst class is: 2. (3) Reactant: CS(O[CH2:6][C:7]1[CH:12]=[C:11]([C:13]([F:16])([F:15])[F:14])[CH:10]=[C:9]([N+:17]([O-:19])=[O:18])[CH:8]=1)(=O)=O.C(=O)([O-])[O-].[Cs+].[Cs+].[CH3:26][NH:27][CH3:28]. Product: [CH3:26][N:27]([CH3:28])[CH2:6][C:7]1[CH:12]=[C:11]([C:13]([F:16])([F:15])[F:14])[CH:10]=[C:9]([N+:17]([O-:19])=[O:18])[CH:8]=1. The catalyst class is: 10.